Dataset: Forward reaction prediction with 1.9M reactions from USPTO patents (1976-2016). Task: Predict the product of the given reaction. (1) Given the reactants [NH2:1][CH:2]([C:6]1[CH:33]=[C:9]2[CH2:10][N:11]([C:15]([O:17][CH2:18][C:19]3[CH:24]=[C:23]([C:25]([F:28])([F:27])[F:26])[CH:22]=[C:21]([C:29]([F:32])([F:31])[F:30])[CH:20]=3)=[O:16])[CH2:12][CH2:13][CH2:14][N:8]2[N:7]=1)[C:3](N)=[O:4].O.C(O)(C(F)(F)F)=[O:36], predict the reaction product. The product is: [NH2:1][CH:2]([C:6]1[CH:33]=[C:9]2[CH2:10][N:11]([C:15]([O:17][CH2:18][C:19]3[CH:24]=[C:23]([C:25]([F:26])([F:28])[F:27])[CH:22]=[C:21]([C:29]([F:31])([F:32])[F:30])[CH:20]=3)=[O:16])[CH2:12][CH2:13][CH2:14][N:8]2[N:7]=1)[C:3]([OH:36])=[O:4]. (2) Given the reactants [F:1][C:2]([F:14])([F:13])[C:3]1[CH:4]=[C:5]([NH:9][C:10]([NH2:12])=[S:11])[CH:6]=[CH:7][CH:8]=1.[C:15]([C:17]1[CH:24]=[CH:23][C:20]([CH:21]=O)=[CH:19][CH:18]=1)#[N:16].[C:25]([O:31][CH2:32][CH3:33])(=[O:30])[CH2:26][C:27]([CH3:29])=O, predict the reaction product. The product is: [C:15]([C:17]1[CH:24]=[CH:23][C:20]([CH:21]2[C:26]([C:25]([O:31][CH2:32][CH3:33])=[O:30])=[C:27]([CH3:29])[N:9]([C:5]3[CH:6]=[CH:7][CH:8]=[C:3]([C:2]([F:1])([F:13])[F:14])[CH:4]=3)[C:10](=[S:11])[NH:12]2)=[CH:19][CH:18]=1)#[N:16].